This data is from Reaction yield outcomes from USPTO patents with 853,638 reactions. The task is: Predict the reaction yield, written as a fraction of the theoretical maximum amount of product (1.0 means a 100% yield; for example, 0.34 means a 34% yield). (1) The reactants are [CH3:1][C:2]1([CH3:19])[CH2:5][CH:4]([C:6]([C:8]2[CH:18]=[CH:17][C:11]([C:12]([O:14][CH2:15][CH3:16])=[O:13])=[CH:10][CH:9]=2)=O)[CH2:3]1.[N:20]1[C:29]2[C:24](=[CH:25][CH:26]=[CH:27][CH:28]=2)[CH:23]=[C:22]([NH2:30])[CH:21]=1.C1(C)C=CC(S(O)(=O)=O)=CC=1.[BH4-].[Na+]. The catalyst is CO.C1(C)C=CC=CC=1. The product is [CH3:1][C:2]1([CH3:19])[CH2:5][CH:4]([CH:6]([NH:30][C:22]2[CH:21]=[N:20][C:29]3[C:24]([CH:23]=2)=[CH:25][CH:26]=[CH:27][CH:28]=3)[C:8]2[CH:18]=[CH:17][C:11]([C:12]([O:14][CH2:15][CH3:16])=[O:13])=[CH:10][CH:9]=2)[CH2:3]1. The yield is 0.0340. (2) The reactants are [CH2:1]([S:3]([C:6]1[CH:11]=[CH:10][C:9]([CH3:12])=[CH:8][CH:7]=1)(=[O:5])=[O:4])[CH3:2].[Br:13]N1C(=O)CCC1=O.N(C(C)(C)C#N)=NC(C)(C)C#N. The catalyst is C(Cl)(Cl)(Cl)Cl. The product is [Br:13][CH2:12][C:9]1[CH:10]=[CH:11][C:6]([S:3]([CH2:1][CH3:2])(=[O:5])=[O:4])=[CH:7][CH:8]=1. The yield is 0.980. (3) The reactants are [C:1]([C:5]1[N:9]([CH3:10])[N:8]([CH2:11][CH:12]2[CH2:14][CH2:13]2)/[C:7](=[N:15]/C(=O)C(F)(F)F)/[CH:6]=1)([CH3:4])([CH3:3])[CH3:2].[OH-].[Na+]. The catalyst is CO. The product is [C:1]([C:5]1[N:9]([CH3:10])[N:8]([CH2:11][CH:12]2[CH2:13][CH2:14]2)[C:7](=[NH:15])[CH:6]=1)([CH3:4])([CH3:2])[CH3:3]. The yield is 0.870. (4) The reactants are [CH:1]([C:3]1[CH:4]=[CH:5][C:6]([C:15]([O:17][CH3:18])=[O:16])=[N:7][C:8]=1[C:9]1[CH:14]=[CH:13][CH:12]=[CH:11][CH:10]=1)=O.[NH:19]1[CH2:24][CH2:23][O:22][CH2:21][CH2:20]1. The catalyst is C(Cl)Cl. The product is [O:22]1[CH2:23][CH2:24][N:19]([CH2:1][C:3]2[CH:4]=[CH:5][C:6]([C:15]([O:17][CH3:18])=[O:16])=[N:7][C:8]=2[C:9]2[CH:14]=[CH:13][CH:12]=[CH:11][CH:10]=2)[CH2:20][CH2:21]1. The yield is 0.500.